This data is from Full USPTO retrosynthesis dataset with 1.9M reactions from patents (1976-2016). The task is: Predict the reactants needed to synthesize the given product. (1) Given the product [N:17]([CH2:6][C:7]1[C:8]([F:16])=[CH:9][C:10]([C:14]#[N:15])=[C:11]([F:13])[CH:12]=1)=[N+:18]=[N-:19], predict the reactants needed to synthesize it. The reactants are: CS(O[CH2:6][C:7]1[CH:12]=[C:11]([F:13])[C:10]([C:14]#[N:15])=[CH:9][C:8]=1[F:16])(=O)=O.[N-:17]=[N+:18]=[N-:19].[Na+]. (2) Given the product [CH:13]([N:16]1[CH:3]=[C:4]([C:5]([O:7][CH2:8][CH3:9])=[O:6])[N:10]=[CH:11]1)([CH3:15])[CH3:14], predict the reactants needed to synthesize it. The reactants are: CN(C)/[CH:3]=[C:4](\[N+:10]#[C-:11])/[C:5]([O:7][CH2:8][CH3:9])=[O:6].[CH:13]([NH2:16])([CH3:15])[CH3:14]. (3) Given the product [CH2:25]([O:24][C:21]1[CH:22]=[CH:23][C:18]([C:10]2[NH:9][C:8]3[N:7]=[CH:4][N:6]=[C:13]([OH:14])[C:12]=3[CH:11]=2)=[CH:19][CH:20]=1)[C:26]1[CH:31]=[CH:30][CH:29]=[CH:28][CH:27]=1, predict the reactants needed to synthesize it. The reactants are: C(O)=O.[CH:4]([NH2:6])=O.[NH2:7][C:8]1[NH:9][C:10]([C:18]2[CH:23]=[CH:22][C:21]([O:24][CH2:25][C:26]3[CH:31]=[CH:30][CH:29]=[CH:28][CH:27]=3)=[CH:20][CH:19]=2)=[CH:11][C:12]=1[C:13](OCC)=[O:14]. (4) Given the product [F:36][C:31]1[CH:30]=[C:29]([CH:34]=[CH:33][C:32]=1[F:35])[CH2:28][NH:27][C:26]([C:11]1[C:10]2[C:14](=[CH:15][C:7]([C:45]3[C:41]([CH3:40])=[N:42][O:43][C:44]=3[CH3:49])=[CH:8][CH:9]=2)[N:13]([CH2:16][C:17]2[CH:22]=[CH:21][CH:20]=[CH:19][N:18]=2)[C:12]=1[CH:23]([CH3:25])[CH3:24])=[O:37], predict the reactants needed to synthesize it. The reactants are: FC(F)(F)S(O[C:7]1[CH:15]=[C:14]2[C:10]([C:11]([C:26](=[O:37])[NH:27][CH2:28][C:29]3[CH:34]=[CH:33][C:32]([F:35])=[C:31]([F:36])[CH:30]=3)=[C:12]([CH:23]([CH3:25])[CH3:24])[N:13]2[CH2:16][C:17]2[CH:22]=[CH:21][CH:20]=[CH:19][N:18]=2)=[CH:9][CH:8]=1)(=O)=O.[CH3:40][C:41]1[C:45](B(O)O)=[C:44]([CH3:49])[O:43][N:42]=1.[Li+].[Cl-].C([O-])([O-])=O.[Na+].[Na+].